The task is: Predict the reaction yield, written as a fraction of the theoretical maximum amount of product (1.0 means a 100% yield; for example, 0.34 means a 34% yield).. This data is from Reaction yield outcomes from USPTO patents with 853,638 reactions. (1) The reactants are CC1(C)[O:7][C:6](=[O:8])[C:5]([CH2:19][C:20]2[CH:25]=[CH:24][C:23]([N+:26]([O-:28])=[O:27])=[CH:22][CH:21]=2)([CH2:9][C:10]2[CH:15]=[CH:14][C:13]([N+:16]([O-:18])=[O:17])=[CH:12][CH:11]=2)[C:4](=[O:29])[O:3]1.C1COCC1.[Li+].[OH-]. The catalyst is O. The product is [N+:16]([C:13]1[CH:12]=[CH:11][C:10]([CH2:9][C:5]([CH2:19][C:20]2[CH:25]=[CH:24][C:23]([N+:26]([O-:28])=[O:27])=[CH:22][CH:21]=2)([C:4]([OH:29])=[O:3])[C:6]([OH:8])=[O:7])=[CH:15][CH:14]=1)([O-:18])=[O:17]. The yield is 0.870. (2) The reactants are [C:1]([O:5][C:6]([N:8]1[CH2:12][CH:11]([C:13]#[N:14])[CH2:10][CH:9]1[C:15]1[NH:16][C:17]([C:20]2[CH:25]=[CH:24][C:23](B3OC(C)(C)C(C)(C)O3)=[CH:22][CH:21]=2)=[CH:18][N:19]=1)=[O:7])([CH3:4])([CH3:3])[CH3:2].[CH3:35][O:36][C:37](=[O:68])[NH:38][CH:39]([C:43]([N:45]1[CH:51]([C:52]2[NH:53][C:54]([C:57]3[CH:66]=[CH:65][C:64]4[C:59](=[CH:60][CH:61]=[C:62](Br)[CH:63]=4)[CH:58]=3)=[CH:55][N:56]=2)[CH2:50][C:47]2([CH2:49][CH2:48]2)[CH2:46]1)=[O:44])[CH:40]([CH3:42])[CH3:41].C([O-])([O-])=O.[K+].[K+]. The catalyst is C1C=CC([P]([Pd]([P](C2C=CC=CC=2)(C2C=CC=CC=2)C2C=CC=CC=2)([P](C2C=CC=CC=2)(C2C=CC=CC=2)C2C=CC=CC=2)[P](C2C=CC=CC=2)(C2C=CC=CC=2)C2C=CC=CC=2)(C2C=CC=CC=2)C2C=CC=CC=2)=CC=1. The product is [C:1]([O:5][C:6]([N:8]1[CH2:12][CH:11]([C:13]#[N:14])[CH2:10][CH:9]1[C:15]1[NH:16][C:17]([C:20]2[CH:25]=[CH:24][C:23]([C:62]3[CH:61]=[CH:60][C:59]4[C:64](=[CH:65][CH:66]=[C:57]([C:54]5[NH:53][C:52]([CH:51]6[CH2:50][C:47]7([CH2:48][CH2:49]7)[CH2:46][N:45]6[C:43](=[O:44])[CH:39]([NH:38][C:37]([O:36][CH3:35])=[O:68])[CH:40]([CH3:42])[CH3:41])=[N:56][CH:55]=5)[CH:58]=4)[CH:63]=3)=[CH:22][CH:21]=2)=[CH:18][N:19]=1)=[O:7])([CH3:3])([CH3:4])[CH3:2]. The yield is 0.680. (3) The reactants are [Cl:1][C:2]1[CH:3]=[C:4]([OH:12])[CH:5]=[C:6]([C:8]([F:11])([F:10])[F:9])[CH:7]=1.F[C:14]1[CH:21]=[CH:20][C:17]([CH:18]=[O:19])=[CH:16][CH:15]=1.C([O-])([O-])=O.[K+].[K+]. The catalyst is CN(C=O)C.O. The product is [Cl:1][C:2]1[CH:3]=[C:4]([O:12][C:14]2[CH:21]=[CH:20][C:17]([CH:18]=[O:19])=[CH:16][CH:15]=2)[CH:5]=[C:6]([C:8]([F:10])([F:11])[F:9])[CH:7]=1. The yield is 1.08. (4) The reactants are [CH2:1]([C@@H:3]1[C@@H:7]([C:8]2[CH:13]=[CH:12][C:11]([O:14][CH3:15])=[CH:10][CH:9]=2)[O:6][C:5](=[O:16])[NH:4]1)[CH3:2].[Cl:17][C:18]1[CH:23]=[C:22](Cl)[N:21]=[C:20]([N:25]2[CH2:30][CH2:29][O:28][CH2:27][CH2:26]2)[N:19]=1. The catalyst is CN(C=O)C. The product is [Cl:17][C:18]1[N:19]=[C:20]([N:25]2[CH2:30][CH2:29][O:28][CH2:27][CH2:26]2)[N:21]=[C:22]([N:4]2[C@@H:3]([CH2:1][CH3:2])[C@H:7]([C:8]3[CH:13]=[CH:12][C:11]([O:14][CH3:15])=[CH:10][CH:9]=3)[O:6][C:5]2=[O:16])[CH:23]=1. The yield is 0.910.